This data is from Full USPTO retrosynthesis dataset with 1.9M reactions from patents (1976-2016). The task is: Predict the reactants needed to synthesize the given product. (1) Given the product [CH3:31][O:30][C:27]1[N:26]=[CH:25][C:24]([C@H:20]([NH:19][C:2]2[C:3]3[CH2:11][N:10]([C:12]4[CH:17]=[CH:16][C:15]([CH3:18])=[CH:14][N:13]=4)[CH2:9][CH2:8][C:4]=3[N:5]=[CH:6][N:7]=2)[CH2:21][CH2:22][OH:23])=[CH:29][CH:28]=1, predict the reactants needed to synthesize it. The reactants are: Cl[C:2]1[C:3]2[CH2:11][N:10]([C:12]3[CH:17]=[CH:16][C:15]([CH3:18])=[CH:14][N:13]=3)[CH2:9][CH2:8][C:4]=2[N:5]=[CH:6][N:7]=1.[NH2:19][C@@H:20]([C:24]1[CH:25]=[N:26][C:27]([O:30][CH3:31])=[CH:28][CH:29]=1)[CH2:21][CH2:22][OH:23].C(N(CC)C(C)C)(C)C. (2) Given the product [CH2:1]([N:8]1[C:16]([OH:25])=[N:15][C:14]2[C:9]1=[N:10][C:11]([NH:19][CH2:20][C:21]([O:23][CH3:24])=[O:22])=[N:12][C:13]=2[NH2:18])[C:2]1[CH:7]=[CH:6][CH:5]=[CH:4][CH:3]=1, predict the reactants needed to synthesize it. The reactants are: [CH2:1]([N:8]1[C:16](Br)=[N:15][C:14]2[C:9]1=[N:10][C:11]([NH:19][CH2:20][C:21]([O:23][CH3:24])=[O:22])=[N:12][C:13]=2[NH2:18])[C:2]1[CH:7]=[CH:6][CH:5]=[CH:4][CH:3]=1.[OH-:25].[Na+].